This data is from Reaction yield outcomes from USPTO patents with 853,638 reactions. The task is: Predict the reaction yield, written as a fraction of the theoretical maximum amount of product (1.0 means a 100% yield; for example, 0.34 means a 34% yield). (1) The reactants are Br[C:2]1[CH:3]=[C:4]([C:8](=[O:17])[CH2:9][N:10]2[CH:14]=[CH:13][N:12]=[C:11]2[CH2:15][CH3:16])[CH:5]=[CH:6][CH:7]=1.[CH2:18]([C:22]1[S:26][C:25]([S:27]([NH:30][C:31]([CH3:34])([CH3:33])[CH3:32])(=[O:29])=[O:28])=[C:24](B(O)O)[CH:23]=1)[CH:19]([CH3:21])[CH3:20].C([O-])([O-])=O.[Na+].[Na+]. The catalyst is C1(C)C=CC=CC=1.C(O)C.O.C1C=CC([P]([Pd]([P](C2C=CC=CC=2)(C2C=CC=CC=2)C2C=CC=CC=2)([P](C2C=CC=CC=2)(C2C=CC=CC=2)C2C=CC=CC=2)[P](C2C=CC=CC=2)(C2C=CC=CC=2)C2C=CC=CC=2)(C2C=CC=CC=2)C2C=CC=CC=2)=CC=1. The product is [CH2:15]([C:11]1[N:10]([CH2:9][C:8]([C:4]2[CH:3]=[C:2]([C:24]3[CH:23]=[C:22]([CH2:18][CH:19]([CH3:20])[CH3:21])[S:26][C:25]=3[S:27]([NH:30][C:31]([CH3:33])([CH3:32])[CH3:34])(=[O:29])=[O:28])[CH:7]=[CH:6][CH:5]=2)=[O:17])[CH:14]=[CH:13][N:12]=1)[CH3:16]. The yield is 0.940. (2) The reactants are CC1(C)C2C(=C(P(C3C=CC=CC=3)C3C=CC=CC=3)C=CC=2)OC2C(P(C3C=CC=CC=3)C3C=CC=CC=3)=CC=CC1=2.Cl[C:44]1[N:49]=[C:48]([NH:50][C:51]2[CH:56]=[CH:55][CH:54]=[CH:53][CH:52]=2)[C:47]([C:57]([O:59][CH2:60][CH3:61])=[O:58])=[CH:46][N:45]=1.[CH2:62]([NH:64][C:65]([NH2:67])=[O:66])[CH3:63].CC(C)([O-])C.[K+].O. The catalyst is O1CCOCC1.CCOC(C)=O.C([O-])(=O)C.[Pd+2].C([O-])(=O)C. The product is [CH2:62]([NH:64][C:65](=[O:66])[NH:67][C:44]1[N:49]=[C:48]([NH:50][C:51]2[CH:56]=[CH:55][CH:54]=[CH:53][CH:52]=2)[C:47]([C:57]([O:59][CH2:60][CH3:61])=[O:58])=[CH:46][N:45]=1)[CH3:63]. The yield is 0.430.